Task: Predict the reactants needed to synthesize the given product.. Dataset: Full USPTO retrosynthesis dataset with 1.9M reactions from patents (1976-2016) Given the product [CH3:29][C:11]([C:12]([O:14][CH:15]1[CH2:16][C:17]([CH3:23])([CH3:24])[NH:18][C:19]([CH3:21])([CH3:22])[CH2:20]1)=[O:13])=[CH2:10], predict the reactants needed to synthesize it. The reactants are: CC1(C)CC(OC(=O)[CH2:10][CH2:11][C:12]([O:14][CH:15]2[CH2:20][C:19]([CH3:22])([CH3:21])[NH:18][C:17]([CH3:24])([CH3:23])[CH2:16]2)=[O:13])CC(C)(C)N1.[CH3:29]C1(C)CC(OC(=O)CCCCCCCCC(OC2CC(C)(C)NC(C)(C)C2)=O)CC(C)(C)N1.C(OC(CC1C=C(C(C)(C)C)C(O)=C(C(C)(C)C)C=1)(CC(C1CC(C)(C)N(C)C(C)(C)C1)C1CC(C)(C)N(C)C(C)(C)C1)C)(=O)CC([O-])=O.